Dataset: Peptide-MHC class II binding affinity with 134,281 pairs from IEDB. Task: Regression. Given a peptide amino acid sequence and an MHC pseudo amino acid sequence, predict their binding affinity value. This is MHC class II binding data. (1) The peptide sequence is GELQIVDKSDAAFKI. The MHC is DRB5_0101 with pseudo-sequence DRB5_0101. The binding affinity (normalized) is 0.705. (2) The peptide sequence is AAPEAARSLASSLPG. The MHC is HLA-DPA10201-DPB10501 with pseudo-sequence HLA-DPA10201-DPB10501. The binding affinity (normalized) is 0. (3) The peptide sequence is GYKDWILWISFAISC. The MHC is DRB1_1501 with pseudo-sequence DRB1_1501. The binding affinity (normalized) is 0.190. (4) The peptide sequence is FGMVTLLGSALLSVL. The MHC is HLA-DPA10103-DPB10401 with pseudo-sequence HLA-DPA10103-DPB10401. The binding affinity (normalized) is 1.00. (5) The peptide sequence is GELQIVDKIDIAFKI. The MHC is DRB4_0101 with pseudo-sequence DRB4_0103. The binding affinity (normalized) is 0.810. (6) The peptide sequence is KLAQRRVFHGVAKNP. The MHC is HLA-DQA10501-DQB10303 with pseudo-sequence HLA-DQA10501-DQB10303. The binding affinity (normalized) is 0.301. (7) The peptide sequence is QGQMVHQAISPRTLN. The MHC is DRB1_0401 with pseudo-sequence DRB1_0401. The binding affinity (normalized) is 0.622. (8) The peptide sequence is QQYTAALSPILFECL. The MHC is HLA-DQA10102-DQB10602 with pseudo-sequence HLA-DQA10102-DQB10602. The binding affinity (normalized) is 0.439. (9) The peptide sequence is LKMVEPWLKNNQFCIKV. The MHC is DRB1_0404 with pseudo-sequence DRB1_0404. The binding affinity (normalized) is 0.112. (10) The peptide sequence is APSGRIVMELYADVV. The MHC is DRB1_1201 with pseudo-sequence DRB1_1201. The binding affinity (normalized) is 0.552.